This data is from Reaction yield outcomes from USPTO patents with 853,638 reactions. The task is: Predict the reaction yield, written as a fraction of the theoretical maximum amount of product (1.0 means a 100% yield; for example, 0.34 means a 34% yield). (1) The reactants are [Cl-].[Al+3].[Cl-].[Cl-].[NH:5]1[C:9]2=[C:10]([NH:14][C:15]([CH:17]3[CH2:19][CH2:18]3)=[O:16])[N:11]=[CH:12][CH:13]=[C:8]2[CH:7]=[CH:6]1.[Br:20][C:21]1[CH:29]=[C:28]([Cl:30])[C:24]([C:25](Cl)=[O:26])=[C:23]([Cl:31])[CH:22]=1.CO. The catalyst is ClCCl. The product is [Br:20][C:21]1[CH:22]=[C:23]([Cl:31])[C:24]([C:25]([C:7]2[C:8]3[C:9](=[C:10]([NH:14][C:15]([CH:17]4[CH2:18][CH2:19]4)=[O:16])[N:11]=[CH:12][CH:13]=3)[NH:5][CH:6]=2)=[O:26])=[C:28]([Cl:30])[CH:29]=1. The yield is 0.540. (2) The reactants are [Br:1]Br.[C:3]([Si:7]([CH3:24])([CH3:23])[N:8]1[C:12]2=[N:13][CH:14]=[C:15]([C:17]3[CH:18]=[N:19][CH:20]=[CH:21][CH:22]=3)[CH:16]=[C:11]2[CH:10]=[CH:9]1)([CH3:6])([CH3:5])[CH3:4].N1C=CC=CC=1.C(=O)(O)[O-].[Na+].S([O-])([O-])(=O)=S.[Na+].[Na+]. The catalyst is C(Cl)(Cl)(Cl)Cl.C(Cl)(Cl)Cl. The product is [Br:1][C:10]1[C:11]2[C:12](=[N:13][CH:14]=[C:15]([C:17]3[CH:18]=[N:19][CH:20]=[CH:21][CH:22]=3)[CH:16]=2)[N:8]([Si:7]([C:3]([CH3:6])([CH3:5])[CH3:4])([CH3:24])[CH3:23])[CH:9]=1. The yield is 0.780.